From a dataset of Peptide-MHC class II binding affinity with 134,281 pairs from IEDB. Regression. Given a peptide amino acid sequence and an MHC pseudo amino acid sequence, predict their binding affinity value. This is MHC class II binding data. (1) The MHC is HLA-DQA10102-DQB10602 with pseudo-sequence HLA-DQA10102-DQB10602. The binding affinity (normalized) is 0.680. The peptide sequence is AAATAGTTVYGAMAA. (2) The peptide sequence is GENGRKTRSAYERMC. The MHC is DRB1_1501 with pseudo-sequence DRB1_1501. The binding affinity (normalized) is 0.0343. (3) The peptide sequence is ARTISEAGQAMASTE. The MHC is HLA-DQA10301-DQB10302 with pseudo-sequence HLA-DQA10301-DQB10302. The binding affinity (normalized) is 0.413. (4) The peptide sequence is LKKEVSETQHGTILV. The MHC is DRB1_0802 with pseudo-sequence DRB1_0802. The binding affinity (normalized) is 0.304. (5) The peptide sequence is LGNVLINESFGVEPV. The MHC is HLA-DPA10103-DPB10401 with pseudo-sequence HLA-DPA10103-DPB10401. The binding affinity (normalized) is 0.494. (6) The peptide sequence is IGSYVAFLSQTFAFI. The MHC is DRB1_1501 with pseudo-sequence DRB1_1501. The binding affinity (normalized) is 0.347. (7) The peptide sequence is VLNRKTFEREYPTIK. The MHC is DRB1_0301 with pseudo-sequence DRB1_0301. The binding affinity (normalized) is 0.392. (8) The peptide sequence is KVSFEPIPIHYCAPAGFA. The MHC is DRB1_1302 with pseudo-sequence DRB1_1302. The binding affinity (normalized) is 0.352.